This data is from Forward reaction prediction with 1.9M reactions from USPTO patents (1976-2016). The task is: Predict the product of the given reaction. (1) Given the reactants [F:1][CH:2]([F:26])[C:3]1[CH:4]=[CH:5][C:6]([N:10]2[C:18]3[CH:17]=[C:16]([C:19]4[CH:24]=[N:23][CH:22]=[C:21]([CH3:25])[N:20]=4)[N:15]=[CH:14][C:13]=3[CH:12]=[N:11]2)=[N:7][C:8]=1F.[NH:27]1[CH2:32][CH2:31][CH2:30][C@H:29]([NH:33][C:34](=[O:40])[O:35][C:36]([CH3:39])([CH3:38])[CH3:37])[CH2:28]1.CN1CCOCC1.O, predict the reaction product. The product is: [F:26][CH:2]([F:1])[C:3]1[C:8]([N:27]2[CH2:32][CH2:31][CH2:30][C@H:29]([NH:33][C:34](=[O:40])[O:35][C:36]([CH3:38])([CH3:37])[CH3:39])[CH2:28]2)=[N:7][C:6]([N:10]2[C:18]3[CH:17]=[C:16]([C:19]4[CH:24]=[N:23][CH:22]=[C:21]([CH3:25])[N:20]=4)[N:15]=[CH:14][C:13]=3[CH:12]=[N:11]2)=[CH:5][CH:4]=1. (2) Given the reactants Br[C:2]1[CH:7]=[C:6]([F:8])[CH:5]=[CH:4][C:3]=1[N+:9]([O-])=O.[C:12]1([NH:18][C:19](=O)[CH3:20])[CH:17]=[CH:16][CH:15]=[CH:14][CH:13]=1, predict the reaction product. The product is: [F:8][C:6]1[CH:5]=[CH:4][C:3]2[N:9]=[C:19]([CH3:20])[N:18]([C:12]3[CH:17]=[CH:16][CH:15]=[CH:14][CH:13]=3)[C:2]=2[CH:7]=1. (3) Given the reactants [Cl:1][C:2]1[C:10](OS(C(F)(F)F)(=O)=O)=[CH:9][C:8]([C:19]2[N:20]([C:35]([O:37][C:38]([CH3:41])([CH3:40])[CH3:39])=[O:36])[C:21]3[C:26]([CH:27]=2)=[CH:25][C:24]([CH2:28][N:29]2[CH2:34][CH2:33][CH2:32][CH2:31][CH2:30]2)=[CH:23][CH:22]=3)=[C:7]2[C:3]=1[CH2:4][NH:5][C:6]2=[O:42].[CH2:43]([Zn]CC)[CH3:44].C1(C)C=CC=CC=1.O, predict the reaction product. The product is: [Cl:1][C:2]1[C:10]([CH2:43][CH3:44])=[CH:9][C:8]([C:19]2[N:20]([C:35]([O:37][C:38]([CH3:41])([CH3:39])[CH3:40])=[O:36])[C:21]3[C:26]([CH:27]=2)=[CH:25][C:24]([CH2:28][N:29]2[CH2:30][CH2:31][CH2:32][CH2:33][CH2:34]2)=[CH:23][CH:22]=3)=[C:7]2[C:3]=1[CH2:4][NH:5][C:6]2=[O:42]. (4) Given the reactants [NH2:1][C:2]1[N:11]=[C:10]([OH:12])[C:9]2[CH2:8][CH2:7][CH2:6][C:5]3([CH2:16][CH2:15][CH2:14][CH2:13]3)[C:4]=2[N:3]=1.[C:17]1([CH3:27])[CH:22]=[CH:21][C:20]([S:23](Cl)(=[O:25])=[O:24])=[CH:19][CH:18]=1, predict the reaction product. The product is: [CH3:27][C:17]1[CH:22]=[CH:21][C:20]([S:23]([O:12][C:10]2[C:9]3[CH2:8][CH2:7][CH2:6][C:5]4([CH2:13][CH2:14][CH2:15][CH2:16]4)[C:4]=3[N:3]=[C:2]([NH2:1])[N:11]=2)(=[O:25])=[O:24])=[CH:19][CH:18]=1. (5) Given the reactants [CH2:1]([O:3][C:4]([C:6]1[NH:7][C:8]2[C:13]([CH:14]=1)=[CH:12][CH:11]=[CH:10][CH:9]=2)=[O:5])[CH3:2].C(#N)C.[Cl:18]N1C(=O)CCC1=O, predict the reaction product. The product is: [CH2:1]([O:3][C:4]([C:6]1[NH:7][C:8]2[C:13]([C:14]=1[Cl:18])=[CH:12][CH:11]=[CH:10][CH:9]=2)=[O:5])[CH3:2]. (6) Given the reactants [C:1]([C:3]1[CH:8]=[CH:7][C:6]([N:9]([CH2:18][C:19]([F:22])([F:21])[F:20])[CH2:10][C:11]([O:13]C(C)(C)C)=[O:12])=[CH:5][C:4]=1[C:23]([F:26])([F:25])[F:24])#[N:2].C(O)(C(F)(F)F)=O.C([SiH](CC)CC)C, predict the reaction product. The product is: [C:1]([C:3]1[CH:8]=[CH:7][C:6]([N:9]([CH2:18][C:19]([F:20])([F:21])[F:22])[CH2:10][C:11]([OH:13])=[O:12])=[CH:5][C:4]=1[C:23]([F:24])([F:26])[F:25])#[N:2]. (7) Given the reactants [CH:1](=O)[CH2:2][CH2:3][CH2:4][CH2:5][CH2:6][CH2:7][CH2:8][CH2:9][CH2:10][CH3:11].[CH3:13][CH2:14][CH2:15][CH2:16][CH2:17]C, predict the reaction product. The product is: [CH3:11][CH2:10][CH2:9][CH2:8]/[CH:7]=[CH:6]\[CH2:5][CH2:4][CH2:3][CH2:2][CH2:1][CH2:13][CH2:14][CH2:15][CH2:16][CH3:17].